This data is from Full USPTO retrosynthesis dataset with 1.9M reactions from patents (1976-2016). The task is: Predict the reactants needed to synthesize the given product. Given the product [NH:27]([C:28]1[N:30]=[C:5]([C:7]2[N:11]([CH2:12][CH3:13])[C:10]([CH3:14])=[N:9][C:8]=2[CH3:15])[CH:4]=[CH:3][N:29]=1)[C:21]1[CH:26]=[CH:25][CH:24]=[CH:23][CH:22]=1, predict the reactants needed to synthesize it. The reactants are: CN(C)[CH:3]=[CH:4][C:5]([C:7]1[N:11]([CH2:12][CH3:13])[C:10]([CH3:14])=[N:9][C:8]=1[CH3:15])=O.C(=O)(O)O.[C:21]1([NH:27][C:28]([NH2:30])=[NH:29])[CH:26]=[CH:25][CH:24]=[CH:23][CH:22]=1.C[O-].[Na+].O.